This data is from Forward reaction prediction with 1.9M reactions from USPTO patents (1976-2016). The task is: Predict the product of the given reaction. (1) Given the reactants C(OC([NH:8][CH2:9][C:10]([O:12][CH:13]1[CH2:17][CH2:16][CH2:15][CH:14]1[NH:18][C:19]1[CH:24]=[C:23]([N:25]2[C:33]3[CH2:32][C:31]([CH3:35])([CH3:34])[CH2:30][C:29](=[O:36])[C:28]=3[C:27]([CH3:37])=[CH:26]2)[CH:22]=[C:21]([F:38])[C:20]=1[C:39](=[O:41])[NH2:40])=[O:11])=O)(C)(C)C.Cl, predict the reaction product. The product is: [NH2:8][CH2:9][C:10]([O:12][C@H:13]1[CH2:17][CH2:16][CH2:15][C@@H:14]1[NH:18][C:19]1[CH:24]=[C:23]([N:25]2[C:33]3[CH2:32][C:31]([CH3:35])([CH3:34])[CH2:30][C:29](=[O:36])[C:28]=3[C:27]([CH3:37])=[CH:26]2)[CH:22]=[C:21]([F:38])[C:20]=1[C:39](=[O:41])[NH2:40])=[O:11]. (2) Given the reactants [NH2:1][CH2:2][CH:3]1[O:7][C:6](=[O:8])[N:5]([C:9]2[CH:18]=[C:17]3[C:12]([CH:13]=[C:14]([C:20]4[CH:25]=[CH:24][CH:23]=[CH:22][C:21]=4[C:26]([F:29])([F:28])[F:27])[NH:15][C:16]3=[O:19])=[CH:11][CH:10]=2)[CH2:4]1.[C:30](Cl)(=[O:32])[CH3:31].Cl, predict the reaction product. The product is: [O:8]=[C:6]1[N:5]([C:9]2[CH:18]=[C:17]3[C:12]([CH:13]=[C:14]([C:20]4[CH:25]=[CH:24][CH:23]=[CH:22][C:21]=4[C:26]([F:28])([F:27])[F:29])[NH:15][C:16]3=[O:19])=[CH:11][CH:10]=2)[CH2:4][CH:3]([CH2:2][NH:1][C:30](=[O:32])[CH3:31])[O:7]1. (3) Given the reactants [CH3:1][S:2]([C:5]1[CH:10]=[CH:9][C:8]([NH:11][C:12]([C:14]2[CH:18]=[C:17]([CH3:19])[N:16]([C:20]3[CH:25]=[CH:24][C:23]([Br:26])=[CH:22][C:21]=3[C:27]([F:30])([F:29])[F:28])[C:15]=2[CH3:31])=[O:13])=[CH:7][CH:6]=1)(=[O:4])=[O:3].[F:32][C:33]([F:48])([F:47])[C:34]1[CH:42]=[C:41]([C:43]([F:46])([F:45])[F:44])[CH:40]=[CH:39][C:35]=1[C:36]([NH2:38])=[O:37].C([O-])([O-])=O.[K+].[K+].NCCN.[OH-].[Na+].C(N(CC(O)=O)CC(O)=O)CN(CC(O)=O)CC(O)=O, predict the reaction product. The product is: [CH3:1][S:2]([C:5]1[CH:10]=[CH:9][C:8]([NH:11][C:12]([C:14]2[CH:18]=[C:17]([CH3:19])[N:16]([C:20]3[CH:25]=[CH:24][C:23]([Br:26])=[CH:22][C:21]=3[C:27]([F:29])([F:30])[F:28])[C:15]=2[CH3:31])=[O:13])=[CH:7][CH:6]=1)(=[O:3])=[O:4].[CH3:1][S:2]([C:5]1[CH:10]=[CH:9][C:8]([NH:11][C:12]([C:14]2[CH:18]=[C:17]([CH3:19])[N:16]([C:20]3[CH:25]=[CH:24][C:23]([NH:38][C:36](=[O:37])[C:35]4[CH:39]=[CH:40][C:41]([C:43]([F:45])([F:46])[F:44])=[CH:42][C:34]=4[C:33]([F:32])([F:47])[F:48])=[CH:22][C:21]=3[C:27]([F:30])([F:29])[F:28])[C:15]=2[CH3:31])=[O:13])=[CH:7][CH:6]=1)(=[O:4])=[O:3].